This data is from Full USPTO retrosynthesis dataset with 1.9M reactions from patents (1976-2016). The task is: Predict the reactants needed to synthesize the given product. (1) Given the product [CH2:13]([C:12]1[N:8]([C:5]2[CH:4]=[CH:3][C:2]([F:1])=[CH:7][CH:6]=2)[N:9]=[C:10]([CH2:17][NH:18][S:32]([C:26]2[CH:31]=[CH:30][CH:29]=[CH:28][CH:27]=2)(=[O:34])=[O:33])[CH:11]=1)[CH:14]([CH3:15])[CH3:16], predict the reactants needed to synthesize it. The reactants are: [F:1][C:2]1[CH:7]=[CH:6][C:5]([N:8]2[C:12]([CH2:13][CH:14]([CH3:16])[CH3:15])=[CH:11][C:10]([CH2:17][NH2:18])=[N:9]2)=[CH:4][CH:3]=1.C(N(CC)CC)C.[C:26]1([S:32](Cl)(=[O:34])=[O:33])[CH:31]=[CH:30][CH:29]=[CH:28][CH:27]=1.O. (2) Given the product [CH:1]([C:4]1[CH:25]=[CH:24][C:7]([C:8]2[O:13][C:12]([C:14]3[CH:15]=[C:16]([CH:21]=[CH:22][CH:23]=3)[C:17]([O:19][CH3:20])=[O:18])=[CH:11][N:10]=2)=[CH:6][CH:5]=1)([CH3:3])[CH3:2], predict the reactants needed to synthesize it. The reactants are: [CH:1]([C:4]1[CH:25]=[CH:24][C:7]([C:8]([NH:10][CH2:11][C:12]([C:14]2[CH:15]=[C:16]([CH:21]=[CH:22][CH:23]=2)[C:17]([O:19][CH3:20])=[O:18])=[O:13])=O)=[CH:6][CH:5]=1)([CH3:3])[CH3:2].[OH-].[Na+].